From a dataset of Reaction yield outcomes from USPTO patents with 853,638 reactions. Predict the reaction yield, written as a fraction of the theoretical maximum amount of product (1.0 means a 100% yield; for example, 0.34 means a 34% yield). (1) The reactants are [O:1]1[CH:5]=[CH:4][CH2:3][CH2:2]1.[Li]C(C)(C)C.[Sn:11](Cl)([CH2:20][CH2:21][CH2:22][CH3:23])([CH2:16][CH2:17][CH2:18][CH3:19])[CH2:12][CH2:13][CH2:14][CH3:15].[NH4+].[Cl-]. The product is [CH2:20]([Sn:11]([CH2:12][CH2:13][CH2:14][CH3:15])([CH2:16][CH2:17][CH2:18][CH3:19])[C:5]1[O:1][CH2:2][CH2:3][CH:4]=1)[CH2:21][CH2:22][CH3:23]. The catalyst is C1COCC1. The yield is 1.00. (2) The reactants are [OH-].[Na+].[Cl:3][C:4]1[C:12]2[S:11]C(N)=[N:9][C:8]=2[C:7]([CH3:14])=[CH:6][CH:5]=1. The catalyst is C(O)CO. The product is [NH2:9][C:8]1[C:7]([CH3:14])=[CH:6][CH:5]=[C:4]([Cl:3])[C:12]=1[SH:11]. The yield is 0.540. (3) The reactants are [F:1][C:2]([F:32])([F:31])[C:3]1[CH:4]=[C:5]([CH:28]=[CH:29][CH:30]=1)[C:6]([NH:8][C:9]1[CH:10]=[C:11]([CH:25]=[CH:26][CH:27]=1)[O:12][C:13]1[CH:14]=[CH:15][C:16]2[N:17]([CH:19]=[C:20](C(O)=O)[N:21]=2)[N:18]=1)=[O:7].C1(P(N=[N+]=[N-])(C2C=CC=CC=2)=[O:40])C=CC=CC=1.C([N:52]([CH2:55]C)CC)C.[C:57]([OH:61])([CH3:60])([CH3:59])[CH3:58]. The catalyst is C(OCC)(=O)C. The product is [C:57]([O:61][C:55](=[O:40])[NH:52][C:20]1[N:21]=[C:16]2[CH:15]=[CH:14][C:13]([O:12][C:11]3[CH:25]=[CH:26][CH:27]=[C:9]([NH:8][C:6](=[O:7])[C:5]4[CH:28]=[CH:29][CH:30]=[C:3]([C:2]([F:32])([F:31])[F:1])[CH:4]=4)[CH:10]=3)=[N:18][N:17]2[CH:19]=1)([CH3:60])([CH3:59])[CH3:58]. The yield is 0.390. (4) The reactants are COC1C=CC(C[N:8]2[CH2:14][C:13]3[CH:15]=[C:16](/[CH:19]=[CH:20]/[C:21]([N:23]([CH3:35])[CH2:24][C:25]4[N:26]([CH3:34])[C:27]5[C:32]([CH:33]=4)=[CH:31][CH:30]=[CH:29][CH:28]=5)=[O:22])[CH:17]=[N:18][C:12]=3[NH:11][C:10](=[O:36])[CH2:9]2)=CC=1.ClC(OC(Cl)C)=O. The catalyst is ClC(Cl)C.CO.C(Cl)Cl. The product is [CH3:35][N:23]([CH2:24][C:25]1[N:26]([CH3:34])[C:27]2[C:32]([CH:33]=1)=[CH:31][CH:30]=[CH:29][CH:28]=2)[C:21](=[O:22])/[CH:20]=[CH:19]/[C:16]1[CH:17]=[N:18][C:12]2[NH:11][C:10](=[O:36])[CH2:9][NH:8][CH2:14][C:13]=2[CH:15]=1. The yield is 0.490. (5) The reactants are [H-].[Na+].COP([CH2:9][C:10](=[O:19])[CH2:11][C:12]1[CH:17]=[CH:16][CH:15]=[C:14]([Cl:18])[CH:13]=1)(=O)OC.[CH3:20][O:21][C:22](=[O:38])[CH2:23][O:24][CH2:25][C:26]#[C:27][CH2:28][N:29]1[C:34](=[O:35])[CH2:33][CH2:32][CH2:31][C@@H:30]1[CH:36]=O. The catalyst is C1COCC1. The product is [CH3:20][O:21][C:22](=[O:38])[CH2:23][O:24][CH2:25][C:26]#[C:27][CH2:28][N:29]1[C:34](=[O:35])[CH2:33][CH2:32][CH2:31][C@@H:30]1/[CH:36]=[CH:9]/[C:10](=[O:19])[CH2:11][C:12]1[CH:17]=[CH:16][CH:15]=[C:14]([Cl:18])[CH:13]=1. The yield is 0.680.